Regression. Given two drug SMILES strings and cell line genomic features, predict the synergy score measuring deviation from expected non-interaction effect. From a dataset of NCI-60 drug combinations with 297,098 pairs across 59 cell lines. Drug 1: CNC(=O)C1=CC=CC=C1SC2=CC3=C(C=C2)C(=NN3)C=CC4=CC=CC=N4. Drug 2: CC1=C2C(C(=O)C3(C(CC4C(C3C(C(C2(C)C)(CC1OC(=O)C(C(C5=CC=CC=C5)NC(=O)OC(C)(C)C)O)O)OC(=O)C6=CC=CC=C6)(CO4)OC(=O)C)O)C)O. Cell line: MDA-MB-435. Synergy scores: CSS=52.0, Synergy_ZIP=3.18, Synergy_Bliss=3.58, Synergy_Loewe=-18.6, Synergy_HSA=2.71.